From a dataset of Full USPTO retrosynthesis dataset with 1.9M reactions from patents (1976-2016). Predict the reactants needed to synthesize the given product. Given the product [C:13]([C:6]1[C:5]([CH3:8])=[CH:4][C:3]([NH:9][C:10](=[O:12])[CH3:11])=[C:2]([CH3:1])[CH:7]=1)(=[O:15])[CH3:14], predict the reactants needed to synthesize it. The reactants are: [CH3:1][C:2]1[CH:7]=[CH:6][C:5]([CH3:8])=[CH:4][C:3]=1[NH:9][C:10](=[O:12])[CH3:11].[C:13](Cl)(=[O:15])[CH3:14].[Al+3].[Cl-].[Cl-].[Cl-].